From a dataset of Catalyst prediction with 721,799 reactions and 888 catalyst types from USPTO. Predict which catalyst facilitates the given reaction. (1) Reactant: Cl.Cl.[F:3][C:4]1[C:12]([C:13]2[C:21]3[C:20]([NH2:22])=[N:19][CH:18]=[N:17][C:16]=3[N:15]([CH3:23])[CH:14]=2)=[CH:11][CH:10]=[C:9]2[C:5]=1[CH2:6][CH2:7][NH:8]2.CN(C(ON1N=NC2C=CC=NC1=2)=[N+](C)C)C.F[P-](F)(F)(F)(F)F.CCN(C(C)C)C(C)C.OC(C(F)(F)F)=O.[CH3:64][C:65]1[N:70]=[C:69]([CH2:71][C:72](O)=[O:73])[CH:68]=[CH:67][CH:66]=1. Product: [F:3][C:4]1[C:12]([C:13]2[C:21]3[C:20]([NH2:22])=[N:19][CH:18]=[N:17][C:16]=3[N:15]([CH3:23])[CH:14]=2)=[CH:11][CH:10]=[C:9]2[C:5]=1[CH2:6][CH2:7][N:8]2[C:72](=[O:73])[CH2:71][C:69]1[CH:68]=[CH:67][CH:66]=[C:65]([CH3:64])[N:70]=1. The catalyst class is: 655. (2) The catalyst class is: 471. Product: [NH2:3][C:4]1[CH:9]=[CH:8][C:7]([I:1])=[CH:6][C:5]=1[NH:11][C:12]1[CH:17]=[CH:16][N:15]=[C:14]([NH2:18])[N:13]=1. Reactant: [I-:1].[Na+].[NH2:3][C:4]1[CH:9]=[CH:8][C:7](Br)=[CH:6][C:5]=1[NH:11][C:12]1[CH:17]=[CH:16][N:15]=[C:14]([NH2:18])[N:13]=1.O1CCOCC1.CNCCNC. (3) Reactant: [Si]([O:8][CH2:9][C:10]12[CH2:15][C:14]1([NH:16]C(=O)OC(C)(C)C)[CH2:13][N:12]([C:24]1[C:29]([F:30])=[CH:28][N:27]=[C:26]([Cl:31])[N:25]=1)[CH2:11]2)(C(C)(C)C)(C)C.C(O)(C(F)(F)F)=O. Product: [NH2:16][C:14]12[CH2:15][C:10]1([CH2:9][OH:8])[CH2:11][N:12]([C:24]1[C:29]([F:30])=[CH:28][N:27]=[C:26]([Cl:31])[N:25]=1)[CH2:13]2. The catalyst class is: 2. (4) Reactant: C[O:2][C:3](=[O:40])[CH2:4][O:5][C:6]1[CH:11]=[CH:10][C:9]([C@@H:12]2[C:16](=[O:17])[N:15]([C@H:18]([C:27](=[O:38])[NH:28][C:29]3[S:30][CH:31]=[C:32]([C:34](=[O:37])[CH2:35][CH3:36])[N:33]=3)[C@H:19]([C:21]3[CH:26]=[CH:25][CH:24]=[CH:23][CH:22]=3)[CH3:20])[C:14](=[O:39])[NH:13]2)=[CH:8][CH:7]=1.O.[OH-].[Li+]. Product: [O:39]=[C:14]1[NH:13][CH:12]([C:9]2[CH:10]=[CH:11][C:6]([O:5][CH2:4][C:3]([OH:40])=[O:2])=[CH:7][CH:8]=2)[C:16](=[O:17])[N:15]1[C@H:18]([C:27](=[O:38])[NH:28][C:29]1[S:30][CH:31]=[C:32]([C:34](=[O:37])[CH2:35][CH3:36])[N:33]=1)[C@H:19]([C:21]1[CH:26]=[CH:25][CH:24]=[CH:23][CH:22]=1)[CH3:20]. The catalyst class is: 7. (5) Reactant: [CH:1]1([N:6]2[C:10]3[N:11]=[C:12]([CH:20]4[CH2:22][CH2:21]4)[CH:13]=[C:14]([C:15]([O:17]CC)=[O:16])[C:9]=3[C:8]([CH3:23])=[N:7]2)[CH2:5][CH2:4][CH2:3][CH2:2]1.[OH-].[Na+]. Product: [CH:1]1([N:6]2[C:10]3[N:11]=[C:12]([CH:20]4[CH2:21][CH2:22]4)[CH:13]=[C:14]([C:15]([OH:17])=[O:16])[C:9]=3[C:8]([CH3:23])=[N:7]2)[CH2:5][CH2:4][CH2:3][CH2:2]1. The catalyst class is: 8.